Dataset: NCI-60 drug combinations with 297,098 pairs across 59 cell lines. Task: Regression. Given two drug SMILES strings and cell line genomic features, predict the synergy score measuring deviation from expected non-interaction effect. (1) Drug 1: CC(C1=C(C=CC(=C1Cl)F)Cl)OC2=C(N=CC(=C2)C3=CN(N=C3)C4CCNCC4)N. Drug 2: CC1C(C(CC(O1)OC2CC(OC(C2O)C)OC3=CC4=CC5=C(C(=O)C(C(C5)C(C(=O)C(C(C)O)O)OC)OC6CC(C(C(O6)C)O)OC7CC(C(C(O7)C)O)OC8CC(C(C(O8)C)O)(C)O)C(=C4C(=C3C)O)O)O)O. Cell line: SW-620. Synergy scores: CSS=7.18, Synergy_ZIP=1.06, Synergy_Bliss=1.61, Synergy_Loewe=0.733, Synergy_HSA=0.307. (2) Drug 1: CN(C)C1=NC(=NC(=N1)N(C)C)N(C)C. Drug 2: CC1C(C(CC(O1)OC2CC(CC3=C2C(=C4C(=C3O)C(=O)C5=CC=CC=C5C4=O)O)(C(=O)C)O)N)O. Cell line: ACHN. Synergy scores: CSS=45.6, Synergy_ZIP=-2.60, Synergy_Bliss=-4.06, Synergy_Loewe=-30.4, Synergy_HSA=-2.92. (3) Drug 1: COC1=CC(=CC(=C1O)OC)C2C3C(COC3=O)C(C4=CC5=C(C=C24)OCO5)OC6C(C(C7C(O6)COC(O7)C8=CC=CS8)O)O. Drug 2: C(CCl)NC(=O)N(CCCl)N=O. Cell line: MCF7. Synergy scores: CSS=30.0, Synergy_ZIP=4.45, Synergy_Bliss=4.01, Synergy_Loewe=-27.0, Synergy_HSA=0.267.